The task is: Regression/Classification. Given a drug SMILES string, predict its toxicity properties. Task type varies by dataset: regression for continuous values (e.g., LD50, hERG inhibition percentage) or binary classification for toxic/non-toxic outcomes (e.g., AMES mutagenicity, cardiotoxicity, hepatotoxicity). Dataset: herg_karim.. This data is from hERG potassium channel inhibition data for cardiac toxicity prediction from Karim et al.. The compound is C=C1C(=O)O[C@H]2[C@H]1CCC(C)=CCC[C@@]1(C)O[C@H]21. The result is 0 (non-blocker).